From a dataset of Forward reaction prediction with 1.9M reactions from USPTO patents (1976-2016). Predict the product of the given reaction. Given the reactants C[O:2][C:3](=O)[C:4]1[CH:9]=[CH:8][C:7]([NH:10][C:11](=[O:16])[C:12]([CH3:15])([CH3:14])[CH3:13])=[CH:6][C:5]=1[CH2:17][S:18][C:19]([CH3:22])([CH3:21])[CH3:20].C([BH-](CC)CC)C.[Li+], predict the reaction product. The product is: [C:19]([S:18][CH2:17][C:5]1[CH:6]=[C:7]([NH:10][C:11](=[O:16])[C:12]([CH3:15])([CH3:14])[CH3:13])[CH:8]=[CH:9][C:4]=1[CH2:3][OH:2])([CH3:22])([CH3:21])[CH3:20].